From a dataset of Forward reaction prediction with 1.9M reactions from USPTO patents (1976-2016). Predict the product of the given reaction. (1) Given the reactants [Cl:1][C:2]1[CH:3]=[N+:4]([O-:14])[C:5]2[C:10]([CH:11]=1)=[CH:9][C:8]([CH2:12]Cl)=[CH:7][CH:6]=2.C[Sn](C)(C)[C:17]1[CH:18]=[C:19]([CH:24]=[CH:25][N:26]=1)[C:20]([O:22][CH3:23])=[O:21], predict the reaction product. The product is: [Cl:1][C:2]1[CH:3]=[N+:4]([O-:14])[C:5]2[C:10]([CH:11]=1)=[CH:9][C:8]([CH2:12][C:17]1[CH:18]=[C:19]([C:20]([O:22][CH3:23])=[O:21])[CH:24]=[CH:25][N:26]=1)=[CH:7][CH:6]=2. (2) Given the reactants C1C(C(C(F)(F)F)(C(F)(F)F)C2C=CC(O)=CC=2)=CC=C(O)C=1.BrCCCCCCBr.C([O-])([O-])=O.[K+].[K+].[N+]([C:41]1[CH:42]=[C:43]([C:49]#[N:50])[C:44](=[CH:47][CH:48]=1)[C:45]#[N:46])([O-])=O.Cl, predict the reaction product. The product is: [C:49](#[N:50])[C:43]1[C:44](=[CH:47][CH:48]=[CH:41][CH:42]=1)[C:45]#[N:46]. (3) Given the reactants [Br:1][C:2]1[CH:3]=[CH:4][C:5]([OH:10])=[C:6]([CH:9]=1)[C:7]#[N:8].F[B-](F)(F)F.[O:16]=[N+:17]=[O:18], predict the reaction product. The product is: [Br:1][C:2]1[CH:3]=[C:4]([N+:17]([O-:18])=[O:16])[C:5]([OH:10])=[C:6]([CH:9]=1)[C:7]#[N:8]. (4) Given the reactants Cl.[CH2:2]([O:9][C:10](=[O:13])[CH2:11][NH2:12])[C:3]1[CH:8]=[CH:7][CH:6]=[CH:5][CH:4]=1.[Br:14][C:15]1[CH:22]=[CH:21][C:18]([CH:19]=O)=[CH:17][CH:16]=1.C(O)(=O)C.C(O[BH-](OC(=O)C)OC(=O)C)(=O)C.[Na+].C([O-])(O)=O.[Na+], predict the reaction product. The product is: [Br:14][C:15]1[CH:22]=[CH:21][C:18]([CH2:19][NH:12][CH2:11][C:10]([O:9][CH2:2][C:3]2[CH:8]=[CH:7][CH:6]=[CH:5][CH:4]=2)=[O:13])=[CH:17][CH:16]=1. (5) Given the reactants [N:1]1([C:7]2[N:8]=[C:9]3[NH:17][C@H:16]([C:18]([F:21])([F:20])[F:19])[CH2:15][CH2:14][N:10]3[C:11](=[O:13])[CH:12]=2)[CH2:6][CH2:5][O:4][CH2:3][CH2:2]1.[H-].[Na+].[C:24]1([CH2:30][C:31](Cl)=[O:32])[CH:29]=[CH:28][CH:27]=[CH:26][CH:25]=1.C(Cl)Cl.CO, predict the reaction product. The product is: [N:1]1([C:7]2[N:8]=[C:9]3[N:17]([C:31](=[O:32])[CH2:30][C:24]4[CH:29]=[CH:28][CH:27]=[CH:26][CH:25]=4)[C@H:16]([C:18]([F:20])([F:21])[F:19])[CH2:15][CH2:14][N:10]3[C:11](=[O:13])[CH:12]=2)[CH2:6][CH2:5][O:4][CH2:3][CH2:2]1. (6) Given the reactants [H-].[Na+].[CH2:3]([O:5][C:6](=[O:36])/[CH:7]=[CH:8]/[CH2:9][CH2:10][C@@H:11]1[N:16]([S:17]([C:20]2[CH:25]=[CH:24][CH:23]=[CH:22][CH:21]=2)(=[O:19])=[O:18])[CH2:15][CH2:14][N:13]([C:26]([O:28][CH2:29][C:30]2[CH:35]=[CH:34][CH:33]=[CH:32][CH:31]=2)=[O:27])[CH2:12]1)[CH3:4].[CH3:37]S(C)=O, predict the reaction product. The product is: [CH2:3]([O:5][C:6]([CH:7]1[CH2:37][CH:8]1[CH2:9][CH2:10][C@@H:11]1[N:16]([S:17]([C:20]2[CH:21]=[CH:22][CH:23]=[CH:24][CH:25]=2)(=[O:19])=[O:18])[CH2:15][CH2:14][N:13]([C:26]([O:28][CH2:29][C:30]2[CH:35]=[CH:34][CH:33]=[CH:32][CH:31]=2)=[O:27])[CH2:12]1)=[O:36])[CH3:4]. (7) Given the reactants [CH3:1][O:2][C:3]([CH2:5][C:6]#[N:7])=[O:4].[CH:8](=O)[CH2:9][CH:10]([CH3:12])[CH3:11], predict the reaction product. The product is: [CH3:1][O:2][C:3](=[O:4])[C:5]([C:6]#[N:7])=[CH:8][CH2:9][CH:10]([CH3:12])[CH3:11]. (8) Given the reactants [F:1][C:2]1[CH:7]=[CH:6][C:5]([C:8]2[C:9]([C:20]3[CH:25]=[CH:24][C:23]([S:26]([CH3:29])(=[O:28])=[O:27])=[CH:22][CH:21]=3)=[C:10]3[N:14]([C:15]=2C(OC)=O)[CH2:13][CH2:12][CH2:11]3)=[CH:4][CH:3]=1.[OH-].[K+].Cl, predict the reaction product. The product is: [F:1][C:2]1[CH:7]=[CH:6][C:5]([C:8]2[C:9]([C:20]3[CH:25]=[CH:24][C:23]([S:26]([CH3:29])(=[O:28])=[O:27])=[CH:22][CH:21]=3)=[C:10]3[N:14]([CH:15]=2)[CH2:13][CH2:12][CH2:11]3)=[CH:4][CH:3]=1. (9) The product is: [CH:1]1(/[CH:6]=[C:7](\[C:13]2[CH:18]=[CH:17][C:16]([S:19]([CH2:22][CH:23]3[CH2:25][CH2:24]3)(=[O:21])=[O:20])=[CH:15][CH:14]=2)/[C:8]([OH:10])=[O:9])[CH2:2][CH2:3][CH2:4][CH2:5]1. Given the reactants [CH:1]1(/[CH:6]=[C:7](\[C:13]2[CH:18]=[CH:17][C:16]([S:19]([CH2:22][CH:23]3[CH2:25][CH2:24]3)(=[O:21])=[O:20])=[CH:15][CH:14]=2)/[C:8]([O:10]CC)=[O:9])[CH2:5][CH2:4][CH2:3][CH2:2]1.[OH-].[K+].Cl, predict the reaction product.